This data is from Full USPTO retrosynthesis dataset with 1.9M reactions from patents (1976-2016). The task is: Predict the reactants needed to synthesize the given product. Given the product [N+:45]([C:48]1[CH:49]=[CH:50][C:51]([C:52]([O:20][CH2:19][CH:17]2[O:16][N:15]=[C:14]([C:11]3[CH:12]=[CH:13][C:8]([C:7]4[CH:6]=[CH:5][C:4]([N:21]5[CH2:25][C@H:24]([CH2:26][N:27]6[CH:31]=[CH:30][N:29]=[N:28]6)[O:23][C:22]5=[O:32])=[CH:3][C:2]=4[F:1])=[CH:9][N:10]=3)[CH2:18]2)=[O:53])=[CH:55][CH:56]=1)([O-:47])=[O:46], predict the reactants needed to synthesize it. The reactants are: [F:1][C:2]1[CH:3]=[C:4]([N:21]2[CH2:25][C@H:24]([CH2:26][N:27]3[CH:31]=[CH:30][N:29]=[N:28]3)[O:23][C:22]2=[O:32])[CH:5]=[CH:6][C:7]=1[C:8]1[CH:9]=[N:10][C:11]([C:14]2[CH2:18][CH:17]([CH2:19][OH:20])[O:16][N:15]=2)=[CH:12][CH:13]=1.CN(C)C=O.C(N(CC)CC)C.[N+:45]([C:48]1[CH:56]=[CH:55][C:51]([C:52](Cl)=[O:53])=[CH:50][CH:49]=1)([O-:47])=[O:46].